This data is from Catalyst prediction with 721,799 reactions and 888 catalyst types from USPTO. The task is: Predict which catalyst facilitates the given reaction. (1) Reactant: [F:1][C:2]1[CH:7]=[CH:6][C:5]([O:8][C:9](=[O:32])[N:10]([C@H:12]2[C@H:16]([C:17]3[CH:22]=[CH:21][C:20]([Cl:23])=[CH:19][CH:18]=3)[CH2:15][N:14]([C:24]([CH:26]3[CH2:31][CH2:30][NH:29][CH2:28][CH2:27]3)=[O:25])[CH2:13]2)[CH3:11])=[CH:4][CH:3]=1.CCN(C(C)C)C(C)C.Br[C:43]1[CH:48]=[CH:47][C:46]([S:49]([CH3:52])(=[O:51])=[O:50])=[CH:45][N:44]=1. Product: [F:1][C:2]1[CH:7]=[CH:6][C:5]([O:8][C:9](=[O:32])[N:10]([C@H:12]2[C@H:16]([C:17]3[CH:22]=[CH:21][C:20]([Cl:23])=[CH:19][CH:18]=3)[CH2:15][N:14]([C:24]([CH:26]3[CH2:31][CH2:30][N:29]([C:43]4[CH:48]=[CH:47][C:46]([S:49]([CH3:52])(=[O:51])=[O:50])=[CH:45][N:44]=4)[CH2:28][CH2:27]3)=[O:25])[CH2:13]2)[CH3:11])=[CH:4][CH:3]=1. The catalyst class is: 3. (2) Reactant: C(O[C:4](=[O:26])[C:5]([CH3:25])([CH3:24])[CH:6]([NH:16][CH2:17][CH2:18][C:19]([O:21][CH2:22][CH3:23])=[O:20])[CH2:7][C:8]1[CH:13]=[CH:12][C:11](OC)=[CH:10][CH:9]=1)C.[Na].O.Cl. Product: [CH2:22]([O:21][C:19]([CH:18]1[C:4](=[O:26])[C:5]([CH3:24])([CH3:25])[CH:6]([CH2:7][C:8]2[CH:9]=[CH:10][CH:11]=[CH:12][CH:13]=2)[NH:16][CH2:17]1)=[O:20])[CH3:23]. The catalyst class is: 234. (3) The catalyst class is: 24. Reactant: [F:1][C:2]1[C:3]([C:10]([F:13])([F:12])[F:11])=[N:4][CH:5]=[CH:6][C:7]=1[CH:8]=O.Cl.[NH2:15][OH:16].C([O-])(=O)C.[NH4+]. Product: [F:1][C:2]1[C:3]([C:10]([F:13])([F:12])[F:11])=[N:4][CH:5]=[CH:6][C:7]=1[CH:8]=[N:15][OH:16]. (4) Reactant: [Cl:1][C:2]1[CH:3]=[C:4]([CH:12]=O)[C:5]2[C:10]([CH:11]=1)=[CH:9][CH:8]=[CH:7][CH:6]=2.C[Si]([N-:18][Si](C)(C)C)(C)C.[Li+].[H-].[Al+3].[Li+].[H-].[H-].[H-]. Product: [Cl:1][C:2]1[CH:3]=[C:4]([CH2:12][NH2:18])[C:5]2[C:10]([CH:11]=1)=[CH:9][CH:8]=[CH:7][CH:6]=2. The catalyst class is: 116. (5) Reactant: [C:1]([O:5][C:6]([NH:8][C:9]1[S:10][CH:11]=[C:12]([CH2:14][C:15]([O:17]CC)=[O:16])[N:13]=1)=[O:7])([CH3:4])([CH3:3])[CH3:2].O.[OH-].[Li+].C(O)(=O)CC(CC(O)=O)(C(O)=O)O. Product: [C:1]([O:5][C:6]([NH:8][C:9]1[S:10][CH:11]=[C:12]([CH2:14][C:15]([OH:17])=[O:16])[N:13]=1)=[O:7])([CH3:4])([CH3:2])[CH3:3]. The catalyst class is: 8.